Task: Predict the reaction yield, written as a fraction of the theoretical maximum amount of product (1.0 means a 100% yield; for example, 0.34 means a 34% yield).. Dataset: Reaction yield outcomes from USPTO patents with 853,638 reactions (1) The catalyst is CO.O1CCCC1. The reactants are [Cl:1][CH2:2]C(CCl)=O.[CH2:7]([O:14][C:15]([NH:17][C@H:18]([C:26]([OH:28])=O)[CH2:19][C:20]1[CH:25]=[CH:24][CH:23]=[CH:22][CH:21]=1)=[O:16])[C:8]1[CH:13]=[CH:12][CH:11]=[CH:10][CH:9]=1.[BH4-].[Na+]. The yield is 0.430. The product is [CH2:7]([O:14][C:15]([NH:17][C@@H:18]([CH2:19][C:20]1[CH:21]=[CH:22][CH:23]=[CH:24][CH:25]=1)[C@H:26]([OH:28])[CH2:2][Cl:1])=[O:16])[C:8]1[CH:9]=[CH:10][CH:11]=[CH:12][CH:13]=1. (2) The reactants are ClC1C=CC(N2C=C(Cl)N=N2)=C(C2N=CN=C(O)C=2)C=1.[Br:21][C:22]1[N:23]=[N:24][N:25]([C:27]2[CH:32]=[CH:31][C:30]([Cl:33])=[CH:29][C:28]=2[C:34]2[CH:39]=[C:38]([O:40]C)[N:37]=[CH:36][N:35]=2)[CH:26]=1. No catalyst specified. The product is [Br:21][C:22]1[N:23]=[N:24][N:25]([C:27]2[CH:32]=[CH:31][C:30]([Cl:33])=[CH:29][C:28]=2[C:34]2[N:35]=[CH:36][N:37]=[C:38]([OH:40])[CH:39]=2)[CH:26]=1. The yield is 0.429. (3) The reactants are [CH3:1][O:2][C:3]1[C:8]2[C:9](=[O:26])[N:10]3[CH2:17][C@H:16]([O:18][Si:19]([C:22]([CH3:25])([CH3:24])[CH3:23])([CH3:21])[CH3:20])[CH2:15][C@H:11]3[C:12](=[O:14])[NH:13][C:7]=2[CH:6]=[CH:5][C:4]=1[O:27][CH3:28].[H-].[Na+].[CH3:31][Si:32]([CH2:35][CH2:36][O:37][CH2:38]Cl)([CH3:34])[CH3:33].O. The catalyst is CN(C=O)C. The product is [CH3:1][O:2][C:3]1[C:8]2[C:9](=[O:26])[N:10]3[CH2:17][C@H:16]([O:18][Si:19]([C:22]([CH3:24])([CH3:25])[CH3:23])([CH3:20])[CH3:21])[CH2:15][C@H:11]3[C:12](=[O:14])[N:13]([CH2:38][O:37][CH2:36][CH2:35][Si:32]([CH3:34])([CH3:33])[CH3:31])[C:7]=2[CH:6]=[CH:5][C:4]=1[O:27][CH3:28]. The yield is 0.820.